From a dataset of NCI-60 drug combinations with 297,098 pairs across 59 cell lines. Regression. Given two drug SMILES strings and cell line genomic features, predict the synergy score measuring deviation from expected non-interaction effect. (1) Drug 1: CC1=C2C(C(=O)C3(C(CC4C(C3C(C(C2(C)C)(CC1OC(=O)C(C(C5=CC=CC=C5)NC(=O)OC(C)(C)C)O)O)OC(=O)C6=CC=CC=C6)(CO4)OC(=O)C)OC)C)OC. Drug 2: CN(C)C1=NC(=NC(=N1)N(C)C)N(C)C. Cell line: HCC-2998. Synergy scores: CSS=68.8, Synergy_ZIP=21.3, Synergy_Bliss=21.8, Synergy_Loewe=-18.5, Synergy_HSA=19.4. (2) Drug 1: C1=CC(=CC=C1C#N)C(C2=CC=C(C=C2)C#N)N3C=NC=N3. Drug 2: C1CN(CCN1C(=O)CCBr)C(=O)CCBr. Cell line: MALME-3M. Synergy scores: CSS=18.0, Synergy_ZIP=2.30, Synergy_Bliss=8.55, Synergy_Loewe=11.6, Synergy_HSA=8.86. (3) Drug 1: CN(CCCl)CCCl.Cl. Drug 2: C1CNP(=O)(OC1)N(CCCl)CCCl. Cell line: 786-0. Synergy scores: CSS=18.1, Synergy_ZIP=0.507, Synergy_Bliss=0.525, Synergy_Loewe=-37.9, Synergy_HSA=-2.11. (4) Drug 1: COC1=NC(=NC2=C1N=CN2C3C(C(C(O3)CO)O)O)N. Drug 2: C1=CC=C(C(=C1)C(C2=CC=C(C=C2)Cl)C(Cl)Cl)Cl. Cell line: SW-620. Synergy scores: CSS=32.7, Synergy_ZIP=-1.09, Synergy_Bliss=1.94, Synergy_Loewe=-11.0, Synergy_HSA=1.66.